Dataset: Forward reaction prediction with 1.9M reactions from USPTO patents (1976-2016). Task: Predict the product of the given reaction. (1) Given the reactants Br[C:2]1[CH:3]=[CH:4][C:5](C)=[C:6]2[C:11]=1[N:10]=[CH:9][CH:8]=[CH:7]2.[Cu]C#N.[CH3:16][N:17]([CH3:20])C=O, predict the reaction product. The product is: [CH3:2][C:3]1[C:20]2[N:17]=[CH:16][CH:9]=[CH:8][C:7]=2[C:6]([C:11]#[N:10])=[CH:5][CH:4]=1. (2) Given the reactants [Br:1][C:2]1[CH:7]=[C:6]([NH2:8])[CH:5]=[C:4]([Br:9])[N:3]=1.[C:10]([N:18]=[C:19]=[S:20])(=[O:17])[C:11]1[CH:16]=[CH:15][CH:14]=[CH:13][CH:12]=1, predict the reaction product. The product is: [Br:1][C:2]1[CH:7]=[C:6]([NH:8][C:19]([NH:18][C:10](=[O:17])[C:11]2[CH:12]=[CH:13][CH:14]=[CH:15][CH:16]=2)=[S:20])[CH:5]=[C:4]([Br:9])[N:3]=1. (3) Given the reactants C(OC([N:8]1[CH2:13][CH2:12][CH:11]([NH:14][C:15]2[N:20]=[C:19]([O:21][CH3:22])[CH:18]=[C:17]([O:23][CH3:24])[N:16]=2)[CH2:10][CH2:9]1)=O)(C)(C)C.[ClH:25], predict the reaction product. The product is: [ClH:25].[ClH:25].[CH3:22][O:21][C:19]1[CH:18]=[C:17]([O:23][CH3:24])[N:16]=[C:15]([NH:14][CH:11]2[CH2:12][CH2:13][NH:8][CH2:9][CH2:10]2)[N:20]=1. (4) The product is: [C:1]([O:5][C:6]([N:8]1[CH2:13][CH2:12][C:11]2[N:14]([CH3:24])[C:15]([C:17]3[CH:22]=[CH:21][N:20]=[C:19]([NH:23][C:27](=[O:28])[CH3:26])[N:18]=3)=[CH:16][C:10]=2[C:9]1=[O:25])=[O:7])([CH3:4])([CH3:3])[CH3:2]. Given the reactants [C:1]([O:5][C:6]([N:8]1[CH2:13][CH2:12][C:11]2[N:14]([CH3:24])[C:15]([C:17]3[CH:22]=[CH:21][N:20]=[C:19]([NH2:23])[N:18]=3)=[CH:16][C:10]=2[C:9]1=[O:25])=[O:7])([CH3:4])([CH3:3])[CH3:2].[CH3:26][C:27](OC(C)=O)=[O:28], predict the reaction product. (5) Given the reactants [N:1]#[C:2]Br.C(=O)([O-])[O-].[K+].[K+].[F:10][C:11]1[CH:16]=[C:15]([S:17]([CH3:20])(=[O:19])=[O:18])[CH:14]=[CH:13][C:12]=1[NH:21][C@H:22]1[CH2:26][CH2:25][N:24]([CH:27]2[CH2:32][CH2:31][NH:30][CH2:29][CH2:28]2)[C:23]1=[O:33], predict the reaction product. The product is: [F:10][C:11]1[CH:16]=[C:15]([S:17]([CH3:20])(=[O:19])=[O:18])[CH:14]=[CH:13][C:12]=1[NH:21][C@H:22]1[CH2:26][CH2:25][N:24]([CH:27]2[CH2:32][CH2:31][N:30]([C:2]#[N:1])[CH2:29][CH2:28]2)[C:23]1=[O:33]. (6) Given the reactants C([O:3][C:4](=[O:19])[C:5]([C:9]1[CH:14]=[CH:13][C:12]([C:15]([F:18])([F:17])[F:16])=[CH:11][CH:10]=1)=[C:6]([Cl:8])[Cl:7])C.O1CCCC1.[OH-].[Li+].Cl, predict the reaction product. The product is: [Cl:7][C:6]([Cl:8])=[C:5]([C:9]1[CH:10]=[CH:11][C:12]([C:15]([F:16])([F:17])[F:18])=[CH:13][CH:14]=1)[C:4]([OH:19])=[O:3]. (7) Given the reactants [Br:1][C:2]1[C:10]2[C:9]([O:11][C@H:12]([CH2:18][C:19]3[CH:24]=[CH:23][CH:22]=[CH:21][C:20]=3[O:25][CH2:26][CH2:27][N:28]3[CH2:33][CH2:32][N:31]([CH3:34])[CH2:30][CH2:29]3)[C:13]([O:15][CH2:16][CH3:17])=[O:14])=[N:8][CH:7]=[N:6][C:5]=2[S:4][C:3]=1I.[O:36]1[CH:40]=[CH:39][CH:38]=[C:37]1B1OC(C)(C)C(C)(C)O1.C(=O)([O-])[O-].[Cs+].[Cs+].O1CCOCC1, predict the reaction product. The product is: [Br:1][C:2]1[C:10]2[C:9]([O:11][C@H:12]([CH2:18][C:19]3[CH:24]=[CH:23][CH:22]=[CH:21][C:20]=3[O:25][CH2:26][CH2:27][N:28]3[CH2:33][CH2:32][N:31]([CH3:34])[CH2:30][CH2:29]3)[C:13]([O:15][CH2:16][CH3:17])=[O:14])=[N:8][CH:7]=[N:6][C:5]=2[S:4][C:3]=1[C:37]1[O:36][CH:40]=[CH:39][CH:38]=1.